From a dataset of NCI-60 drug combinations with 297,098 pairs across 59 cell lines. Regression. Given two drug SMILES strings and cell line genomic features, predict the synergy score measuring deviation from expected non-interaction effect. (1) Drug 1: CCCCC(=O)OCC(=O)C1(CC(C2=C(C1)C(=C3C(=C2O)C(=O)C4=C(C3=O)C=CC=C4OC)O)OC5CC(C(C(O5)C)O)NC(=O)C(F)(F)F)O. Drug 2: C1=NNC2=C1C(=O)NC=N2. Cell line: COLO 205. Synergy scores: CSS=62.9, Synergy_ZIP=-5.72, Synergy_Bliss=-8.00, Synergy_Loewe=-22.9, Synergy_HSA=-7.96. (2) Drug 1: C1CCC(C1)C(CC#N)N2C=C(C=N2)C3=C4C=CNC4=NC=N3. Drug 2: CC1C(C(CC(O1)OC2CC(CC3=C2C(=C4C(=C3O)C(=O)C5=C(C4=O)C(=CC=C5)OC)O)(C(=O)C)O)N)O.Cl. Cell line: NCI-H322M. Synergy scores: CSS=22.3, Synergy_ZIP=4.75, Synergy_Bliss=15.1, Synergy_Loewe=12.6, Synergy_HSA=14.2. (3) Drug 1: CC1OCC2C(O1)C(C(C(O2)OC3C4COC(=O)C4C(C5=CC6=C(C=C35)OCO6)C7=CC(=C(C(=C7)OC)O)OC)O)O. Drug 2: CCCCC(=O)OCC(=O)C1(CC(C2=C(C1)C(=C3C(=C2O)C(=O)C4=C(C3=O)C=CC=C4OC)O)OC5CC(C(C(O5)C)O)NC(=O)C(F)(F)F)O. Cell line: SNB-19. Synergy scores: CSS=17.6, Synergy_ZIP=-2.53, Synergy_Bliss=-5.08, Synergy_Loewe=-3.80, Synergy_HSA=-3.07.